From a dataset of Forward reaction prediction with 1.9M reactions from USPTO patents (1976-2016). Predict the product of the given reaction. (1) Given the reactants [Cl:1][C:2]1[N:7]=[C:6](Cl)[CH:5]=[CH:4][N:3]=1.C(N(C(C)C)CC)(C)C.C(O)CCC.[O:23]1[CH2:28][CH2:27][N:26]([CH2:29][CH2:30][CH2:31][NH2:32])[CH2:25][CH2:24]1, predict the reaction product. The product is: [Cl:1][C:2]1[N:7]=[C:6]([NH:32][CH2:31][CH2:30][CH2:29][N:26]2[CH2:27][CH2:28][O:23][CH2:24][CH2:25]2)[CH:5]=[CH:4][N:3]=1. (2) Given the reactants [C:1]([O:5][C:6]([N:8]1[CH2:13][CH2:12][C:11](=[O:14])[CH2:10][CH2:9]1)=[O:7])([CH3:4])([CH3:3])[CH3:2].CO[CH:17](OC)[N:18]([CH3:20])[CH3:19].CN(C)C=O, predict the reaction product. The product is: [C:1]([O:5][C:6]([N:8]1[CH2:9][CH2:10][C:11](=[O:14])[C:12](=[CH:17][N:18]([CH3:20])[CH3:19])[CH2:13]1)=[O:7])([CH3:4])([CH3:2])[CH3:3]. (3) Given the reactants [Br:1][C:2]1[CH:7]=[CH:6][N:5]=[C:4]([OH:8])[CH:3]=1.[H-].[Na+].[CH3:11]I, predict the reaction product. The product is: [Br:1][C:2]1[CH:7]=[CH:6][N:5]([CH3:11])[C:4](=[O:8])[CH:3]=1. (4) The product is: [CH3:17][C:16]1[O:15][N:14]=[C:13]([C:18]2[CH:23]=[CH:22][CH:21]=[CH:20][N:19]=2)[C:12]=1[CH2:11][O:10][C:7]1[CH:6]=[C:5]([C:3]([OH:4])=[O:2])[O:9][N:8]=1. Given the reactants C[O:2][C:3]([C:5]1[O:9][N:8]=[C:7]([O:10][CH2:11][C:12]2[C:13]([C:18]3[CH:23]=[CH:22][CH:21]=[CH:20][N:19]=3)=[N:14][O:15][C:16]=2[CH3:17])[CH:6]=1)=[O:4].[OH-].[Na+].Cl, predict the reaction product. (5) Given the reactants [Br:1][C:2]1[CH:3]=[CH:4][C:5]2[CH2:12][NH:11][C:10]3[CH:13]=[CH:14][C:15]([Cl:17])=[CH:16][C:9]=3[CH:8]=[CH:7][C:6]=2[CH:18]=1.N1C=CC=CC=1.[N:25]1([S:31](Cl)(=[O:33])=[O:32])[CH2:30][CH2:29][O:28][CH2:27][CH2:26]1, predict the reaction product. The product is: [Br:1][C:2]1[CH:3]=[CH:4][C:5]2[CH2:12][N:11]([S:31]([N:25]3[CH2:30][CH2:29][O:28][CH2:27][CH2:26]3)(=[O:33])=[O:32])[C:10]3[CH:13]=[CH:14][C:15]([Cl:17])=[CH:16][C:9]=3[CH:8]=[CH:7][C:6]=2[CH:18]=1. (6) Given the reactants [CH2:1]([N+:5]([CH2:14][CH2:15][CH2:16][CH3:17])([CH2:10][CH2:11][CH2:12][CH3:13])[CH2:6][CH2:7][CH2:8][CH3:9])[CH2:2][CH2:3][CH3:4].Cl[CH2:19][CH2:20][CH2:21][CH2:22][S:23]([O-:26])(=[O:25])=[O:24].[CH2:27]([NH:29][CH2:30][CH3:31])[CH3:28], predict the reaction product. The product is: [CH2:14]([N+:5]([CH2:1][CH2:2][CH2:3][CH3:4])([CH2:6][CH2:7][CH2:8][CH3:9])[CH2:10][CH2:11][CH2:12][CH3:13])[CH2:15][CH2:16][CH3:17].[CH2:27]([N:29]([CH2:30][CH3:31])[CH2:19][CH2:20][CH2:21][CH2:22][S:23]([O-:26])(=[O:25])=[O:24])[CH3:28]. (7) Given the reactants [C:1](=[O:3])=[O:2].C[C@@H:5]([C:15]([C:17]1[CH:22]=[CH:21][C:20](N(C)C)=[CH:19]C=1)=[O:16])/[CH:6]=[C:7](/C=C/C(NO)=[O:12])\C.C([O-])(=O)CCC.[Na+].[C@@H:33]1(N2C=NC(N)=NC2=O)O[C@H:37]([CH2:38][OH:39])[C@@H:35]([OH:36])[CH2:34]1.Br[C@@:50]1(N2C=CC(=O)NC2=O)[O:57][C@H:54]([CH2:55][OH:56])[C@@H:52]([OH:53])[CH2:51]1, predict the reaction product. The product is: [CH3:19][CH2:20][CH2:21][CH2:22][CH2:17][C@H:15]([OH:16])/[CH:5]=[CH:6]/[C@@H:7]1[C@@H:34]([CH2:33]/[CH:50]=[CH:51]\[CH2:52][CH2:54][CH2:55][C:1]([OH:3])=[O:2])[C:35](=[O:36])[CH2:37][C@H:38]1[OH:39].[OH:2][CH:1]1[O:3][C@H:51]([CH2:50][OH:57])[C@H:52]([OH:53])[C@H:54]([OH:12])[C@H:55]1[OH:56]. (8) The product is: [C:3]([C:5]1([C:6]2[CH:15]=[CH:14][CH:13]=[CH:12][C:7]=2[C:8]([O:10][CH3:11])=[O:9])[CH2:18][CH2:17]1)#[N:4]. Given the reactants [H-].[Na+].[C:3]([CH2:5][C:6]1[CH:15]=[CH:14][CH:13]=[CH:12][C:7]=1[C:8]([O:10][CH3:11])=[O:9])#[N:4].Br[CH2:17][CH2:18]Cl, predict the reaction product. (9) The product is: [OH:8][C:9]1[CH:36]=[CH:35][C:34]([N:37]2[CH2:42][CH2:41][CH:40]([OH:43])[CH2:39][CH2:38]2)=[CH:33][C:10]=1[C:11]([NH:13][C:14]1[CH:26]=[C:25]([C:27]2[CH:32]=[CH:31][CH:30]=[CH:29][CH:28]=2)[CH:24]=[CH:23][C:15]=1[C:16]([O:18][C:19]([CH3:22])([CH3:21])[CH3:20])=[O:17])=[O:12]. Given the reactants C([O:8][C:9]1[CH:36]=[CH:35][C:34]([N:37]2[CH2:42][CH2:41][CH:40]([OH:43])[CH2:39][CH2:38]2)=[CH:33][C:10]=1[C:11]([NH:13][C:14]1[CH:26]=[C:25]([C:27]2[CH:32]=[CH:31][CH:30]=[CH:29][CH:28]=2)[CH:24]=[CH:23][C:15]=1[C:16]([O:18][C:19]([CH3:22])([CH3:21])[CH3:20])=[O:17])=[O:12])C1C=CC=CC=1, predict the reaction product. (10) Given the reactants CS([O:5][CH2:6][CH2:7][CH2:8][CH2:9][C:10]1[O:14][N:13]=[C:12]([C:15]2[CH:20]=[CH:19][C:18]([C:21]([F:24])([F:23])[F:22])=[CH:17][CH:16]=2)[CH:11]=1)(=O)=O.[I-].[Na+].O[C:28]1[CH:37]=[CH:36][C:31]([C:32]([O:34]C)=[O:33])=[CH:30][CH:29]=1.C(=O)([O-])[O-].[K+].[K+].Cl, predict the reaction product. The product is: [F:22][C:21]([F:24])([F:23])[C:18]1[CH:19]=[CH:20][C:15]([C:12]2[CH:11]=[C:10]([CH2:9][CH2:8][CH2:7][CH2:6][O:5][C:28]3[CH:37]=[CH:36][C:31]([C:32]([OH:34])=[O:33])=[CH:30][CH:29]=3)[O:14][N:13]=2)=[CH:16][CH:17]=1.